From a dataset of Full USPTO retrosynthesis dataset with 1.9M reactions from patents (1976-2016). Predict the reactants needed to synthesize the given product. (1) Given the product [Cl:21][C:22]1[CH:27]=[CH:26][CH:25]=[CH:24][C:23]=1[C:28]1[CH:29]=[CH:30][C:31]([O:34][CH2:16][CH2:15][CH2:14][O:13][C:10]2[CH:9]=[CH:8][C:7]([CH2:6][C@H:5]([O:18][CH3:19])[C:4]([OH:3])=[O:20])=[CH:12][CH:11]=2)=[CH:32][CH:33]=1, predict the reactants needed to synthesize it. The reactants are: C([O:3][C:4](=[O:20])[C@@H:5]([O:18][CH3:19])[CH2:6][C:7]1[CH:12]=[CH:11][C:10]([O:13][CH2:14][CH2:15][CH2:16]Br)=[CH:9][CH:8]=1)C.[Cl:21][C:22]1[CH:27]=[CH:26][CH:25]=[CH:24][C:23]=1[C:28]1[CH:33]=[CH:32][C:31]([OH:34])=[CH:30][CH:29]=1.[OH-].[Na+]. (2) Given the product [NH:17]1[CH2:18][CH2:19][CH2:20][C@H:15]([NH:14][S:11]([CH2:10][CH2:9][NH:8][C:6](=[O:7])[O:5][C:2]([CH3:3])([CH3:1])[CH3:4])(=[O:13])=[O:12])[CH2:16]1, predict the reactants needed to synthesize it. The reactants are: [CH3:1][C:2]([O:5][C:6]([NH:8][CH2:9][CH2:10][S:11]([NH:14][C@H:15]1[CH2:20][CH2:19][CH2:18][N:17](C(OCC2C=CC=CC=2)=O)[CH2:16]1)(=[O:13])=[O:12])=[O:7])([CH3:4])[CH3:3].